Dataset: Full USPTO retrosynthesis dataset with 1.9M reactions from patents (1976-2016). Task: Predict the reactants needed to synthesize the given product. Given the product [Cl:21][C:22]1[C:29]([O:30][CH2:31][CH3:32])=[CH:28][C:25]([CH2:26][N:1]2[CH2:2][CH2:3][CH:4]([NH:7][C:8]3[O:9][C:10]4[CH:16]=[CH:15][C:14]([O:17][CH2:18][C:19]#[N:20])=[CH:13][C:11]=4[N:12]=3)[CH2:5][CH2:6]2)=[CH:24][C:23]=1[O:33][CH2:34][CH3:35], predict the reactants needed to synthesize it. The reactants are: [NH:1]1[CH2:6][CH2:5][CH:4]([NH:7][C:8]2[O:9][C:10]3[CH:16]=[CH:15][C:14]([O:17][CH2:18][C:19]#[N:20])=[CH:13][C:11]=3[N:12]=2)[CH2:3][CH2:2]1.[Cl:21][C:22]1[C:29]([O:30][CH2:31][CH3:32])=[CH:28][C:25]([CH:26]=O)=[CH:24][C:23]=1[O:33][CH2:34][CH3:35].C([BH3-])#N.[Na+].C(N(C(C)C)C(C)C)C.